Predict the reactants needed to synthesize the given product. From a dataset of Full USPTO retrosynthesis dataset with 1.9M reactions from patents (1976-2016). (1) Given the product [C:32]1([C:2]2[N:7]=[CH:6][C:5]([CH2:8][N:9]3[C:17]4[C:12](=[CH:13][CH:14]=[CH:15][C:16]=4[C:18]([NH:20][C@H:21]([C:23]4[CH:24]=[CH:25][C:26]([C:27]([OH:29])=[O:28])=[CH:30][CH:31]=4)[CH3:22])=[O:19])[CH:11]=[CH:10]3)=[CH:4][CH:3]=2)[CH:37]=[CH:36][CH:35]=[CH:34][CH:33]=1, predict the reactants needed to synthesize it. The reactants are: Cl[C:2]1[N:7]=[CH:6][C:5]([CH2:8][N:9]2[C:17]3[C:12](=[CH:13][CH:14]=[CH:15][C:16]=3[C:18]([NH:20][C@H:21]([C:23]3[CH:31]=[CH:30][C:26]([C:27]([OH:29])=[O:28])=[CH:25][CH:24]=3)[CH3:22])=[O:19])[CH:11]=[CH:10]2)=[CH:4][CH:3]=1.[C:32]1(B(O)O)[CH:37]=[CH:36][CH:35]=[CH:34][CH:33]=1.P([O-])([O-])([O-])=O.[K+].[K+].[K+].C1(C2C=CC=CC=2)C=CC=CC=1P(C1CCCCC1)C1CCCCC1.C(O)(=O)CC(CC(O)=O)(C(O)=O)O. (2) Given the product [Cl:34][C:35]1[CH:36]=[CH:37][C:38]([CH:39]=[CH:40][CH2:41][N:42]2[C:47](=[O:48])[C:46]([CH2:49][N:11]3[CH2:12][CH2:13][N:8]([CH3:6])[CH2:9][CH2:10]3)=[CH:45][C:44]([C:55]3[CH:60]=[CH:59][C:58]([F:61])=[C:57]([CH3:62])[CH:56]=3)=[N:43]2)=[CH:63][CH:64]=1, predict the reactants needed to synthesize it. The reactants are: C(O[C:6]([N:8]1[CH2:13][CH2:12][N:11](C2C(=O)N(CC(C)C)N=C(C3C=CC(C)=C(F)C=3)C=2C)[CH2:10][CH2:9]1)=O)(C)(C)C.[Cl:34][C:35]1[CH:64]=[CH:63][C:38]([CH:39]=[CH:40][CH2:41][N:42]2[C:47](=[O:48])[C:46]([CH2:49]OS(C)(=O)=O)=[CH:45][C:44]([C:55]3[CH:60]=[CH:59][C:58]([F:61])=[C:57]([CH3:62])[CH:56]=3)=[N:43]2)=[CH:37][CH:36]=1.CN1CCNCC1. (3) Given the product [CH3:51][N:48]1[CH2:49][CH2:50][CH:45]([CH:37]([NH:36][C:28]2[CH:29]=[C:30]3[C:25](=[CH:26][CH:27]=2)[S:24][C:23]2[C:22]([C:20]4[NH:21][C:16](=[O:15])[CH:17]=[C:18]([N:52]5[CH2:53][CH2:54][O:55][CH2:56][CH2:57]5)[CH:19]=4)=[CH:35][CH:34]=[CH:33][C:32]=2[S:31]3)[C:38]2[CH:43]=[CH:42][C:41]([CH3:44])=[CH:40][N:39]=2)[CH2:46][CH2:47]1, predict the reactants needed to synthesize it. The reactants are: Cl.O1CCOCC1.COC1C=CC(C[O:15][C:16]2[N:21]=[C:20]([C:22]3[CH:35]=[CH:34][CH:33]=[C:32]4[C:23]=3[S:24][C:25]3[CH:26]=[CH:27][C:28]([NH:36][CH:37]([CH:45]5[CH2:50][CH2:49][N:48]([CH3:51])[CH2:47][CH2:46]5)[C:38]5[CH:43]=[CH:42][C:41]([CH3:44])=[CH:40][N:39]=5)=[CH:29][C:30]=3[S:31]4)[CH:19]=[C:18]([N:52]3[CH2:57][CH2:56][O:55][CH2:54][CH2:53]3)[CH:17]=2)=CC=1. (4) Given the product [NH2:7][CH:8]1[CH2:15][CH2:14][CH2:13][N:12]([C:16]([O:18][CH2:19][C:20]2[CH:25]=[CH:24][CH:23]=[CH:22][CH:21]=2)=[O:17])[CH2:11][CH2:10][CH2:9]1, predict the reactants needed to synthesize it. The reactants are: C(S([NH:7][CH:8]1[CH2:15][CH2:14][CH2:13][N:12]([C:16]([O:18][CH2:19][C:20]2[CH:25]=[CH:24][CH:23]=[CH:22][CH:21]=2)=[O:17])[CH2:11][CH2:10][CH2:9]1)=O)(C)(C)C.Cl.O1CCOCC1. (5) Given the product [C:28]([NH:31][C:14]([C:13]1[C:9]([C:7]2[S:6][C:5]3[CH:25]=[CH:26][C:2]([CH3:1])=[CH:3][C:4]=3[CH:8]=2)=[N:10][N:11]([CH2:17][O:18][CH2:19][CH2:20][Si:21]([CH3:24])([CH3:23])[CH3:22])[CH:12]=1)=[O:15])([CH3:30])([CH3:29])[CH3:27], predict the reactants needed to synthesize it. The reactants are: [CH3:1][C:2]1[CH:26]=[CH:25][C:5]2[S:6][C:7]([C:9]3[C:13]([C:14](O)=[O:15])=[CH:12][N:11]([CH2:17][O:18][CH2:19][CH2:20][Si:21]([CH3:24])([CH3:23])[CH3:22])[N:10]=3)=[CH:8][C:4]=2[CH:3]=1.[CH3:27][C:28]([NH2:31])([CH3:30])[CH3:29].Cl.C(N=C=NCCCN(C)C)C.C1C=CC2N(O)N=NC=2C=1. (6) Given the product [OH:1][C:2]1[C:6]([CH2:7][CH2:8][C:9]([O:11][CH2:12][CH3:13])=[O:10])=[CH:5][N:4]([C:26]([O:28][CH2:29][C:30]2[CH:35]=[CH:34][CH:33]=[CH:32][CH:31]=2)=[O:27])[N:3]=1, predict the reactants needed to synthesize it. The reactants are: [OH:1][C:2]1[C:6]([CH2:7][CH2:8][C:9]([O:11][CH2:12][CH3:13])=[O:10])=[CH:5][NH:4][N:3]=1.C(=O)([O-])[O-].[K+].[K+].CN(C)C=O.Cl[C:26]([O:28][CH2:29][C:30]1[CH:35]=[CH:34][CH:33]=[CH:32][CH:31]=1)=[O:27]. (7) The reactants are: Cl.[NH2:2][CH2:3][C:4]([O:6][CH2:7][CH3:8])=[O:5].F[P-](F)(F)(F)(F)F.N1(O[P+](N(C)C)(N(C)C)N(C)C)[C:20]2C=[CH:22][CH:23]=[CH:24][C:19]=2[N:18]=N1.CCN(CC)CC.[OH2:43]. Given the product [CH2:7]([O:6][C:4](=[O:5])[CH2:3][NH:2][C:20]([C:19]1[NH:18][CH:22]=[CH:23][CH:24]=1)=[O:43])[CH3:8], predict the reactants needed to synthesize it.